Dataset: Choline transporter screen with 302,306 compounds. Task: Binary Classification. Given a drug SMILES string, predict its activity (active/inactive) in a high-throughput screening assay against a specified biological target. (1) The compound is S(c1nc2n(c(=O)c1/C=N\NC(=O)N)cccc2)c1n(nnn1)c1ccccc1. The result is 0 (inactive). (2) The molecule is O(C(=O)c1c(c2cc(NC(=O)CC)ccc2)c(c(nc1C)C)C(OC)=O)C. The result is 0 (inactive).